From a dataset of Reaction yield outcomes from USPTO patents with 853,638 reactions. Predict the reaction yield, written as a fraction of the theoretical maximum amount of product (1.0 means a 100% yield; for example, 0.34 means a 34% yield). (1) The reactants are [Br:1]N1C(=O)CCC1=O.[Cl:9][C:10]1[C:11]2[N:12]([C:16]([C@@H:19]3[CH2:23][CH2:22][CH2:21][N:20]3[C:24]([O:26][CH2:27][C:28]3[CH:33]=[CH:32][CH:31]=[CH:30][CH:29]=3)=[O:25])=[N:17][CH:18]=2)[CH:13]=[CH:14][N:15]=1.O.C(OCC)(=O)C. The catalyst is CN(C=O)C.[Cl-].[Na+].O. The product is [Br:1][C:18]1[N:17]=[C:16]([C@@H:19]2[CH2:23][CH2:22][CH2:21][N:20]2[C:24]([O:26][CH2:27][C:28]2[CH:33]=[CH:32][CH:31]=[CH:30][CH:29]=2)=[O:25])[N:12]2[CH:13]=[CH:14][N:15]=[C:10]([Cl:9])[C:11]=12. The yield is 0.823. (2) The reactants are [C:1]([O:5][C:6]([NH:8][C@@H:9]([CH3:16])/[CH:10]=[CH:11]/[C:12]([O:14][CH3:15])=[O:13])=[O:7])([CH3:4])([CH3:3])[CH3:2].C(OC(N[C@H](C)C(N(OC)C)=O)=O)(C)(C)C. No catalyst specified. The yield is 0.790. The product is [C:1]([O:5][C:6]([NH:8][C@H:9]([CH3:16])/[CH:10]=[CH:11]/[C:12]([O:14][CH3:15])=[O:13])=[O:7])([CH3:4])([CH3:3])[CH3:2].